Dataset: Catalyst prediction with 721,799 reactions and 888 catalyst types from USPTO. Task: Predict which catalyst facilitates the given reaction. (1) Reactant: [C:1]([C:4]12[CH2:11][CH2:10][C:7]([NH:12][CH2:13][C:14]([N:16]3[CH2:20][C@@H:19]([F:21])[CH2:18][C@H:17]3[C:22]#[N:23])=[O:15])([CH2:8][CH2:9]1)[CH2:6][CH2:5]2)(O)=[O:2].ON1C2C=CC=CC=2N=N1.Cl.CN(C)CCCN=C=NCC.[F:46][C:47]([F:56])([F:55])[C:48]1[CH:54]=[CH:53][C:51]([NH2:52])=[CH:50][CH:49]=1.CN(C1C=CC=CN=1)C. Product: [F:21][C@@H:19]1[CH2:20][N:16]([C:14](=[O:15])[CH2:13][NH:12][C:7]23[CH2:10][CH2:11][C:4]([C:1]([NH:52][C:51]4[CH:53]=[CH:54][C:48]([C:47]([F:46])([F:55])[F:56])=[CH:49][CH:50]=4)=[O:2])([CH2:9][CH2:8]2)[CH2:5][CH2:6]3)[C@H:17]([C:22]#[N:23])[CH2:18]1. The catalyst class is: 9. (2) Reactant: C([C:4]1[CH:5]=[C:6]([CH:10]=[C:11]([C:13](=[O:23])[NH:14][C@@H:15]([C:17]2[CH:22]=[CH:21][CH:20]=[CH:19][CH:18]=2)[CH3:16])[CH:12]=1)C(O)=O)(=O)C.CN([C:27]([O:31]N1N=NC2C=CC=NC1=2)=[N+](C)C)C.F[P-](F)(F)(F)(F)F.CCN(C(C)C)C(C)C.[CH3:57][O:58][C:59]1[CH:60]=[C:61]([CH:85]=[CH:86][CH:87]=1)[CH2:62][N:63]([CH2:71][C@@H:72]([OH:84])[C@@H:73]([NH2:83])[CH2:74][C:75]1[CH:80]=[C:79]([F:81])[CH:78]=[C:77]([F:82])[CH:76]=1)[C:64](=[O:70])[O:65][C:66]([CH3:69])([CH3:68])[CH3:67].CN(C=[O:92])C. Product: [CH3:57][O:58][C:59]1[CH:60]=[C:61]([CH:85]=[CH:86][CH:87]=1)[CH2:62][N:63]([CH2:71][C@@H:72]([OH:84])[C@@H:73]([NH:83][C:27](=[O:31])[C:22]1[CH:17]=[C:15]([NH:14][C:13](=[O:23])[C:11]2[CH:12]=[CH:4][CH:5]=[CH:6][CH:10]=2)[CH:16]=[C:20]([C:19](=[O:92])[CH3:18])[CH:21]=1)[CH2:74][C:75]1[CH:76]=[C:77]([F:82])[CH:78]=[C:79]([F:81])[CH:80]=1)[C:64](=[O:70])[O:65][C:66]([CH3:69])([CH3:67])[CH3:68]. The catalyst class is: 13.